Dataset: Catalyst prediction with 721,799 reactions and 888 catalyst types from USPTO. Task: Predict which catalyst facilitates the given reaction. (1) Reactant: N1CCCCC1.[CH3:7][O:8][C:9]1[CH:16]=[CH:15][C:12](C=O)=[CH:11][C:10]=1[O:17][CH2:18][C:19]#[CH:20].[C:21]([CH2:24][C:25]([NH:27][C:28]1[CH:36]=[CH:35][CH:34]=[CH:33][C:29]=1[C:30]([OH:32])=[O:31])=[O:26])(O)=O.CC(O)=O. Product: [CH3:7][O:8][C:9]1[CH:16]=[C:15](/[CH:21]=[CH:24]/[C:25]([NH:27][C:28]2[CH:36]=[CH:35][CH:34]=[CH:33][C:29]=2[C:30]([OH:32])=[O:31])=[O:26])[CH:12]=[CH:11][C:10]=1[O:17][CH2:18][C:19]#[CH:20]. The catalyst class is: 11. (2) Reactant: [C:1]([C:3]1[CH:4]=[C:5]([C:13]2[O:17][N:16]=[C:15]([C:18]3[C:19]([CH3:39])=[C:20]4[C:25](=[CH:26][CH:27]=3)[CH2:24][N:23]([C:28](=[O:38])[CH2:29][NH:30]C(=O)OC(C)(C)C)[CH2:22][CH2:21]4)[N:14]=2)[CH:6]=[CH:7][C:8]=1[O:9][CH:10]([CH3:12])[CH3:11])#[N:2].[ClH:40]. Product: [ClH:40].[NH2:30][CH2:29][C:28]([N:23]1[CH2:22][CH2:21][C:20]2[C:25](=[CH:26][CH:27]=[C:18]([C:15]3[N:14]=[C:13]([C:5]4[CH:6]=[CH:7][C:8]([O:9][CH:10]([CH3:12])[CH3:11])=[C:3]([CH:4]=4)[C:1]#[N:2])[O:17][N:16]=3)[C:19]=2[CH3:39])[CH2:24]1)=[O:38]. The catalyst class is: 12. (3) Reactant: [CH3:1][C:2]1[C:7]2[NH:8][C:9](=[S:11])[NH:10][C:6]=2[CH:5]=[C:4]([O:12][CH2:13][CH2:14][CH2:15][C:16]([O:18][CH2:19][CH3:20])=[O:17])[CH:3]=1.I[CH2:22][CH3:23].C(N(C(C)C)CC)(C)C.CN(C=O)C. Product: [CH2:22]([S:11][C:9]1[NH:10][C:6]2[CH:5]=[C:4]([O:12][CH2:13][CH2:14][CH2:15][C:16]([O:18][CH2:19][CH3:20])=[O:17])[CH:3]=[C:2]([CH3:1])[C:7]=2[N:8]=1)[CH3:23]. The catalyst class is: 161. (4) Reactant: C(=O)(O)O.[NH2:5][NH:6][C:7]([NH2:9])=[NH:8].Cl[C:11](=[O:17])[C:12]([O:14][CH2:15][CH3:16])=[O:13]. Product: [CH2:15]([O:14][C:12](=[O:13])[C:11]([NH:5][NH:6][C:7](=[NH:9])[NH2:8])=[O:17])[CH3:16]. The catalyst class is: 17. (5) Reactant: [Cl:1][C:2]1[CH:11]=[CH:10][C:5]([C:6](=[O:9])[CH2:7][Cl:8])=[CH:4][CH:3]=1.C(=O)([O-])O.[Na+].[BH4-].[Na+].Cl. Product: [Cl:8][CH2:7][CH:6]([C:5]1[CH:10]=[CH:11][C:2]([Cl:1])=[CH:3][CH:4]=1)[OH:9]. The catalyst class is: 8. (6) Reactant: [NH2:1][C@@H:2]1[CH2:7][CH2:6][C:5](=[CH:8][C:9]([O:11][CH3:12])=[O:10])[CH2:4][C@H:3]1[C:13]1[CH:14]=[N:15][C:16]([C:19]([F:22])([F:21])[F:20])=[CH:17][CH:18]=1.[H][H]. Product: [NH2:1][C@@H:2]1[CH2:7][CH2:6][CH:5]([CH2:8][C:9]([O:11][CH3:12])=[O:10])[CH2:4][C@H:3]1[C:13]1[CH:14]=[N:15][C:16]([C:19]([F:22])([F:20])[F:21])=[CH:17][CH:18]=1. The catalyst class is: 847. (7) Reactant: C([O:3][C:4](=[O:21])[CH2:5][C:6]([NH:8][C:9]1[CH:14]=[CH:13][C:12]([C:15]2[CH:20]=[CH:19][CH:18]=[CH:17][CH:16]=2)=[CH:11][CH:10]=1)=[O:7])C.C1COCC1.O.O[Li].O. Product: [C:12]1([C:15]2[CH:16]=[CH:17][CH:18]=[CH:19][CH:20]=2)[CH:13]=[CH:14][C:9]([NH:8][C:6](=[O:7])[CH2:5][C:4]([OH:21])=[O:3])=[CH:10][CH:11]=1. The catalyst class is: 5. (8) Reactant: C([N:8]1[CH2:13][CH2:12][N:11]([C:14]2[CH:19]=[CH:18][C:17]([CH:20]([CH3:22])[CH3:21])=[CH:16][CH:15]=2)[CH:10]([CH2:23][O:24][C:25]2[CH:30]=[CH:29][C:28]([O:31]CC3C=CC=CC=3)=[CH:27][CH:26]=2)[CH2:9]1)C1C=CC=CC=1.C(O)(=O)C. Product: [OH:31][C:28]1[CH:29]=[CH:30][C:25]([O:24][CH2:23][CH:10]2[CH2:9][NH:8][CH2:13][CH2:12][N:11]2[C:14]2[CH:19]=[CH:18][C:17]([CH:20]([CH3:21])[CH3:22])=[CH:16][CH:15]=2)=[CH:26][CH:27]=1. The catalyst class is: 129.